Dataset: Peptide-MHC class II binding affinity with 134,281 pairs from IEDB. Task: Regression. Given a peptide amino acid sequence and an MHC pseudo amino acid sequence, predict their binding affinity value. This is MHC class II binding data. (1) The peptide sequence is DVKFPGGGQIVGGGY. The MHC is HLA-DQA10501-DQB10301 with pseudo-sequence HLA-DQA10501-DQB10301. The binding affinity (normalized) is 0.542. (2) The peptide sequence is LCNFKKNIIALLIIP. The MHC is DRB1_0101 with pseudo-sequence DRB1_0101. The binding affinity (normalized) is 0.787. (3) The peptide sequence is ITDTTIGTGDDCISI. The MHC is HLA-DQA10401-DQB10402 with pseudo-sequence HLA-DQA10401-DQB10402. The binding affinity (normalized) is 0.181.